Dataset: Full USPTO retrosynthesis dataset with 1.9M reactions from patents (1976-2016). Task: Predict the reactants needed to synthesize the given product. (1) The reactants are: C(O)(=O)/C=C\C(O)=O.C(O)(=O)/C=C\C(O)=O.[NH2:17][C:18]1[N:26]=[C:25]([O:27][CH2:28][CH2:29][CH2:30][CH3:31])[N:24]=[C:23]2[C:19]=1[NH:20][C:21](=[O:45])[N:22]2[CH2:32][CH2:33][CH2:34][NH:35][CH2:36][CH2:37][CH2:38][N:39]1[CH2:44][CH2:43][CH2:42][CH2:41][CH2:40]1.C(N(CC)CC)C.C(O[BH-](OC(=O)C)OC(=O)C)(=O)C.[Na+].[CH:67]([C:69]1[CH:74]=[CH:73][C:72]([CH2:75][C:76]([O:78][CH3:79])=[O:77])=[CH:71][CH:70]=1)=O.C([O-])([O-])=O.[Na+].[Na+]. Given the product [NH2:17][C:18]1[N:26]=[C:25]([O:27][CH2:28][CH2:29][CH2:30][CH3:31])[N:24]=[C:23]2[C:19]=1[NH:20][C:21](=[O:45])[N:22]2[CH2:32][CH2:33][CH2:34][N:35]([CH2:67][C:69]1[CH:70]=[CH:71][C:72]([CH2:75][C:76]([O:78][CH3:79])=[O:77])=[CH:73][CH:74]=1)[CH2:36][CH2:37][CH2:38][N:39]1[CH2:40][CH2:41][CH2:42][CH2:43][CH2:44]1, predict the reactants needed to synthesize it. (2) Given the product [CH2:45]([O:47][C:48](=[O:52])[CH2:49][CH2:50][NH:51][C:28]([C:25]1[N:26]=[CH:27][C:22]([NH:21][CH:4]([C:5]2[CH:6]=[CH:7][C:8]([C:11]3[CH:16]=[CH:15][C:14]([C:17]([F:18])([F:20])[F:19])=[CH:13][CH:12]=3)=[CH:9][CH:10]=2)[CH2:3][CH:2]([CH3:31])[CH3:1])=[CH:23][N:24]=1)=[O:29])[CH3:46], predict the reactants needed to synthesize it. The reactants are: [CH3:1][CH:2]([CH3:31])[CH2:3][CH:4]([NH:21][C:22]1[CH:23]=[N:24][C:25]([C:28](O)=[O:29])=[N:26][CH:27]=1)[C:5]1[CH:10]=[CH:9][C:8]([C:11]2[CH:16]=[CH:15][C:14]([C:17]([F:20])([F:19])[F:18])=[CH:13][CH:12]=2)=[CH:7][CH:6]=1.Cl.CN(C)CCCN=C=NCC.Cl.[CH2:45]([O:47][C:48](=[O:52])[CH2:49][CH2:50][NH2:51])[CH3:46].C(N(CC)CC)C. (3) Given the product [F:1][C:2]([F:8])([F:7])[C@H:3]1[CH2:4][O:5][S:15](=[O:17])(=[O:16])[O:6]1, predict the reactants needed to synthesize it. The reactants are: [F:1][C:2]([F:8])([F:7])[C@H:3]([OH:6])[CH2:4][OH:5].FC(F)(F)C=C.[S:15](Cl)(Cl)(=[O:17])=[O:16].N1C=CN=C1. (4) Given the product [Br:1][C:2]1[CH:3]=[C:4]([C:11]([CH3:22])([CH3:21])[CH2:12][C:13]2([C:17]([F:20])([F:18])[F:19])[CH2:14][O:15][C:24]([CH3:29])([CH3:25])[O:16]2)[C:5]2[O:9][CH2:8][CH2:7][C:6]=2[CH:10]=1, predict the reactants needed to synthesize it. The reactants are: [Br:1][C:2]1[CH:3]=[C:4]([C:11]([CH3:22])([CH3:21])[CH2:12][C:13]([C:17]([F:20])([F:19])[F:18])([OH:16])[CH2:14][OH:15])[C:5]2[O:9][CH2:8][CH2:7][C:6]=2[CH:10]=1.O.[C:24]1(C)[CH:29]=CC(S(O)(=O)=O)=C[CH:25]=1. (5) Given the product [CH2:22]([N:21]([CH2:24][CH3:25])[CH:18]1[CH2:19][CH2:20][N:16]([C:14]([C:11]2[C:10]([CH3:26])=[N:9][N:8]([C:4]3[CH:5]=[CH:6][CH:7]=[C:2]([C:30]#[C:29][CH:28]([CH3:31])[CH3:27])[CH:3]=3)[C:12]=2[CH3:13])=[O:15])[CH2:17]1)[CH3:23], predict the reactants needed to synthesize it. The reactants are: Br[C:2]1[CH:3]=[C:4]([N:8]2[C:12]([CH3:13])=[C:11]([C:14]([N:16]3[CH2:20][CH2:19][CH:18]([N:21]([CH2:24][CH3:25])[CH2:22][CH3:23])[CH2:17]3)=[O:15])[C:10]([CH3:26])=[N:9]2)[CH:5]=[CH:6][CH:7]=1.[CH3:27][CH:28]([CH3:31])[C:29]#[CH:30]. (6) The reactants are: [F:1][C:2]1[CH:3]=[C:4]([C:9]2[CH:14]=[CH:13][C:12]([CH2:15][C:16]([O:18][CH2:19][CH:20]=[CH2:21])=[O:17])=[CH:11][CH:10]=2)[CH:5]=[CH:6][C:7]=1[OH:8].[CH3:22][O:23][CH:24]([O:41][CH3:42])[C:25]1[C:30]([O:31][CH2:32][O:33][CH3:34])=[C:29]([C:35]([F:38])([F:37])[F:36])[CH:28]=[CH:27][C:26]=1[CH2:39]O. Given the product [CH3:42][O:41][CH:24]([O:23][CH3:22])[C:25]1[C:30]([O:31][CH2:32][O:33][CH3:34])=[C:29]([C:35]([F:38])([F:37])[F:36])[CH:28]=[CH:27][C:26]=1[CH2:39][O:8][C:7]1[CH:6]=[CH:5][C:4]([C:9]2[CH:14]=[CH:13][C:12]([CH2:15][C:16]([O:18][CH2:19][CH:20]=[CH2:21])=[O:17])=[CH:11][CH:10]=2)=[CH:3][C:2]=1[F:1], predict the reactants needed to synthesize it. (7) Given the product [OH:5][C:6]1([C@H:2]([NH:3][C:4](=[O:17])[O:38][C:39]([CH3:42])([CH3:41])[CH3:40])[CH3:1])[CH2:9][N:8]([CH2:10][C:11]2[CH:16]=[CH:15][CH:14]=[CH:13][CH:12]=2)[CH2:7]1, predict the reactants needed to synthesize it. The reactants are: [CH3:1][C@@H:2]1[C:6]2([CH2:9][N:8]([CH2:10][C:11]3[CH:16]=[CH:15][CH:14]=[CH:13][CH:12]=3)[CH2:7]2)[O:5][C:4](=[O:17])[NH:3]1.O.O.O.O.O.O.O.O.[OH-].[Ba+2].[OH-].Cl.C(=O)([O-])[O-].[K+].[K+].C(OC([O:38][C:39]([CH3:42])([CH3:41])[CH3:40])=O)([O:38][C:39]([CH3:42])([CH3:41])[CH3:40])=O. (8) Given the product [CH3:35][N:36]([CH3:41])[CH2:37][CH2:38][CH2:39][NH:40][C:31](=[O:33])[CH2:30][N:8]1[C:4]2=[N:5][CH:6]=[N:7][C:2]([NH2:1])=[C:3]2[C:10]([C:11]2[CH:16]=[CH:15][C:14]([NH:17][S:18]([C:21]3[CH:26]=[CH:25][CH:24]=[C:23]([Cl:27])[C:22]=3[Cl:28])(=[O:20])=[O:19])=[C:13]([F:29])[CH:12]=2)=[N:9]1, predict the reactants needed to synthesize it. The reactants are: [NH2:1][C:2]1[N:7]=[CH:6][N:5]=[C:4]2[N:8]([CH2:30][C:31]([O:33]C)=O)[N:9]=[C:10]([C:11]3[CH:16]=[CH:15][C:14]([NH:17][S:18]([C:21]4[CH:26]=[CH:25][CH:24]=[C:23]([Cl:27])[C:22]=4[Cl:28])(=[O:20])=[O:19])=[C:13]([F:29])[CH:12]=3)[C:3]=12.[CH3:35][N:36]([CH3:41])[CH2:37][CH2:38][CH2:39][NH2:40]. (9) Given the product [CH2:14]([O:16][CH2:17][CH2:18][O:19][C:20]1[CH:21]=[C:22]([CH3:30])[C:23]([C:2]2[C:11]([O:12][CH3:13])=[CH:10][CH:9]=[C:4]([C:5]([O:7][CH3:8])=[O:6])[CH:3]=2)=[C:24]([CH3:26])[CH:25]=1)[CH3:15], predict the reactants needed to synthesize it. The reactants are: Br[C:2]1[CH:3]=[C:4]([CH:9]=[CH:10][C:11]=1[O:12][CH3:13])[C:5]([O:7][CH3:8])=[O:6].[CH2:14]([O:16][CH2:17][CH2:18][O:19][C:20]1[CH:25]=[C:24]([CH3:26])[C:23](B(O)O)=[C:22]([CH3:30])[CH:21]=1)[CH3:15].C1(P(C2CCCCC2)C2C=CC=CC=2C2C=CC=CC=2)CCCCC1.P([O-])([O-])([O-])=O.[K+].[K+].[K+].